The task is: Predict the product of the given reaction.. This data is from Forward reaction prediction with 1.9M reactions from USPTO patents (1976-2016). (1) Given the reactants C[Si]([C:5]#[C:6][C:7]1[C:8]([CH:13]=O)=[N:9][CH:10]=[CH:11][CH:12]=1)(C)C.[NH3:15], predict the reaction product. The product is: [N:9]1[C:8]2[C:7](=[CH:6][CH:5]=[N:15][CH:13]=2)[CH:12]=[CH:11][CH:10]=1. (2) Given the reactants [C:1]1(/[CH:7]=[CH:8]/[C:9]2[CH:14]=[CH:13][CH:12]=[CH:11][CH:10]=2)[CH:6]=[CH:5][CH:4]=[CH:3][CH:2]=1, predict the reaction product. The product is: [C:1]1([CH2:7][CH2:8][C:9]2[CH:10]=[CH:11][CH:12]=[CH:13][CH:14]=2)[CH:6]=[CH:5][CH:4]=[CH:3][CH:2]=1.[C:1]1(/[CH:7]=[CH:8]/[C:9]2[CH:10]=[CH:11][CH:12]=[CH:13][CH:14]=2)[CH:6]=[CH:5][CH:4]=[CH:3][CH:2]=1. (3) Given the reactants [Cl:1][C:2]1[CH:7]=[CH:6][C:5]([N:8]([CH2:10][C:11]([N:13]2[CH2:18][CH2:17][CH:16]([CH3:19])[CH2:15][CH2:14]2)=[O:12])N)=[CH:4][CH:3]=1.CO[CH:22](OC)[CH2:23][CH2:24][CH2:25][NH:26][CH3:27], predict the reaction product. The product is: [Cl:1][C:2]1[CH:7]=[C:6]2[C:5](=[CH:4][CH:3]=1)[N:8]([CH2:10][C:11]([N:13]1[CH2:18][CH2:17][CH:16]([CH3:19])[CH2:15][CH2:14]1)=[O:12])[CH:22]=[C:23]2[CH2:24][CH2:25][NH:26][CH3:27]. (4) Given the reactants [CH3:1][O:2][CH2:3][CH2:4][S:5][C:6]1[CH:14]=[CH:13][C:9]([C:10]([OH:12])=[O:11])=[CH:8][CH:7]=1.S(=O)(=O)(O)O.[CH3:20]O, predict the reaction product. The product is: [CH3:20][O:11][C:10](=[O:12])[C:9]1[CH:13]=[CH:14][C:6]([S:5][CH2:4][CH2:3][O:2][CH3:1])=[CH:7][CH:8]=1. (5) Given the reactants [Cl:1][C:2]1[CH:7]=[CH:6][C:5]([S:8]([NH:11][CH:12]2[CH2:18][CH2:17][CH2:16][CH2:15][NH:14][C:13]2=[O:19])(=[O:10])=[O:9])=[CH:4][CH:3]=1.Br[CH2:21][C:22]1[CH:29]=[CH:28][C:25]([C:26]#[N:27])=[CH:24][CH:23]=1.C(=O)([O-])[O-].[K+].[K+].[I-].[K+], predict the reaction product. The product is: [Cl:1][C:2]1[CH:3]=[CH:4][C:5]([S:8]([N:11]([CH2:21][C:22]2[CH:29]=[CH:28][C:25]([C:26]#[N:27])=[CH:24][CH:23]=2)[CH:12]2[CH2:18][CH2:17][CH2:16][CH2:15][NH:14][C:13]2=[O:19])(=[O:10])=[O:9])=[CH:6][CH:7]=1. (6) Given the reactants [NH:1]1[C:9]2[C:4](=[CH:5][CH:6]=[CH:7][CH:8]=2)[C:3](/[CH:10]=[CH:11]/[C:12]([O:14]C)=[O:13])=[N:2]1.[OH-].[Li+].Cl, predict the reaction product. The product is: [NH:1]1[C:9]2[C:4](=[CH:5][CH:6]=[CH:7][CH:8]=2)[C:3](/[CH:10]=[CH:11]/[C:12]([OH:14])=[O:13])=[N:2]1. (7) Given the reactants [CH3:1][O:2][CH2:3][CH2:4][NH:5][CH2:6][C:7]1[CH:8]=[N:9][CH:10]=[C:11](B2OC(C)(C)C(C)(C)O2)[CH:12]=1.Br[C:23]1[CH:24]=[C:25]2[C:29](=[C:30]([C:32]([NH2:34])=[O:33])[CH:31]=1)[NH:28][CH:27]=[C:26]2[CH:35]1[CH2:40][CH2:39][N:38]([S:41]([CH2:44][CH3:45])(=[O:43])=[O:42])[CH2:37][CH2:36]1.C(=O)([O-])[O-].[K+].[K+], predict the reaction product. The product is: [CH2:44]([S:41]([N:38]1[CH2:37][CH2:36][CH:35]([C:26]2[C:25]3[C:29](=[C:30]([C:32]([NH2:34])=[O:33])[CH:31]=[C:23]([C:11]4[CH:10]=[N:9][CH:8]=[C:7]([CH2:6][NH:5][CH2:4][CH2:3][O:2][CH3:1])[CH:12]=4)[CH:24]=3)[NH:28][CH:27]=2)[CH2:40][CH2:39]1)(=[O:43])=[O:42])[CH3:45].